The task is: Binary Classification. Given a drug SMILES string, predict its activity (active/inactive) in a high-throughput screening assay against a specified biological target.. This data is from HIV replication inhibition screening data with 41,000+ compounds from the AIDS Antiviral Screen. (1) The compound is CC=CC=Cc1nc(C#N)c(N)o1. The result is 0 (inactive). (2) The drug is C1=NCCNCCN=Cc2ccccc2OCc2cccc(n2)COc2ccccc21. The result is 0 (inactive). (3) The drug is CCOC(=O)C(NC(C)=O)C(c1ccccc1)[Sn](c1ccccc1)(c1ccccc1)c1ccccc1. The result is 0 (inactive). (4) The drug is CCN1CC2(COC)C(O)CC(OC)C34C5CC6(O)C(OC)C=C(C5C6OC(=O)c5ccc(OC)c(OC)c5)C(C(OC)C23)C14. The result is 0 (inactive). (5) The compound is O=C1c2ccccc2C(=O)N1N=C1SC(=Nc2ccccc2)C(=Nc2ccccc2)N1c1ccccc1. The result is 0 (inactive). (6) The drug is COc1ccc(NCc2cc(OC)c(OC)c(OC)c2)cc1.Cl. The result is 0 (inactive). (7) The drug is COc1cccc(C=C(C#N)C#N)c1. The result is 0 (inactive). (8) The molecule is CC(=CC(=O)O)C(=O)N(C)c1ccccc1I. The result is 0 (inactive).